The task is: Predict the product of the given reaction.. This data is from Forward reaction prediction with 1.9M reactions from USPTO patents (1976-2016). The product is: [CH3:26][N:23]1[C:21]2[N:22]=[C:17]([N:14]3[CH2:15][CH2:16][N:11]([C:8]4[CH:9]=[CH:10][C:5]([C:4]([OH:28])=[O:3])=[CH:6][CH:7]=4)[CH2:12][CH2:13]3)[NH:18][C:19](=[O:27])[C:20]=2[CH:25]=[CH:24]1. Given the reactants C([O:3][C:4](=[O:28])[C:5]1[CH:10]=[CH:9][C:8]([N:11]2[CH2:16][CH2:15][N:14]([C:17]3[NH:18][C:19](=[O:27])[C:20]4[CH:25]=[CH:24][N:23]([CH3:26])[C:21]=4[N:22]=3)[CH2:13][CH2:12]2)=[CH:7][CH:6]=1)C.[OH-].[Na+], predict the reaction product.